This data is from Forward reaction prediction with 1.9M reactions from USPTO patents (1976-2016). The task is: Predict the product of the given reaction. (1) Given the reactants [Cl:1][C:2]1[CH:12]=[CH:11][CH:10]=[C:4]2[C:5]([O:7][C:8](=[O:9])[C:3]=12)=[O:6].[Al+3].[Cl-].[Cl-].[Cl-].[Cl:17][C:18]1[C:19]([OH:31])=[C:20]([CH2:25][CH2:26][C:27]([O:29][CH3:30])=[O:28])[CH:21]=[CH:22][C:23]=1[OH:24], predict the reaction product. The product is: [Cl:1][C:2]1[C:3]([C:8]([OH:7])=[O:9])=[C:4]([C:5]([C:22]2[CH:21]=[C:20]([CH2:25][CH2:26][C:27]([O:29][CH3:30])=[O:28])[C:19]([OH:31])=[C:18]([Cl:17])[C:23]=2[OH:24])=[O:6])[CH:10]=[CH:11][CH:12]=1. (2) Given the reactants [F:1][C:2]1[CH:3]=[C:4]2[C:8](=[CH:9][CH:10]=1)[NH:7][CH:6]=[C:5]2[CH:11]=O.[H-].[Al+3].[Li+].[H-].[H-].[H-], predict the reaction product. The product is: [F:1][C:2]1[CH:3]=[C:4]2[C:8](=[CH:9][CH:10]=1)[NH:7][CH:6]=[C:5]2[CH3:11]. (3) Given the reactants O[CH2:2][C@@H:3]([NH:14][C:15](=[O:21])[O:16][C:17]([CH3:20])([CH3:19])[CH3:18])[CH2:4][C:5]([NH:7][C:8]1[CH:12]=[CH:11][N:10]([CH3:13])[N:9]=1)=[O:6].C(P(CCCC)CCCC)CCC.C1(C)C=CC=CC=1.C1(C)C=CC=CC=1.N(C(OCC)=O)=NC(OCC)=O, predict the reaction product. The product is: [CH3:13][N:10]1[CH:11]=[CH:12][C:8]([N:7]2[C:5](=[O:6])[CH2:4][C@H:3]([NH:14][C:15](=[O:21])[O:16][C:17]([CH3:20])([CH3:19])[CH3:18])[CH2:2]2)=[N:9]1. (4) Given the reactants [BH4-].[Na+].[Li+].[Cl-].C([O:7][C:8]([CH2:10][CH:11]1[CH2:16][CH2:15][N:14]([C:17]([O:19][C:20]([CH3:23])([CH3:22])[CH3:21])=[O:18])[CH2:13][C:12]1([CH3:25])[CH3:24])=O)C, predict the reaction product. The product is: [OH:7][CH2:8][CH2:10][CH:11]1[CH2:16][CH2:15][N:14]([C:17]([O:19][C:20]([CH3:23])([CH3:22])[CH3:21])=[O:18])[CH2:13][C:12]1([CH3:25])[CH3:24]. (5) The product is: [N+:1]([C:4]1[N:9]=[CH:8][C:7]([N:10]2[CH2:15][C@@H:14]3[CH2:16][C@H:11]2[CH2:12][NH:13]3)=[CH:6][CH:5]=1)([O-:3])=[O:2]. Given the reactants [N+:1]([C:4]1[N:9]=[CH:8][C:7]([N:10]2[CH2:15][C@@H:14]3[CH2:16][C@H:11]2[CH2:12][N:13]3C(OC(C)(C)C)=O)=[CH:6][CH:5]=1)([O-:3])=[O:2].FC(F)(F)C(O)=O.C(Cl)Cl, predict the reaction product. (6) The product is: [F:16][C:5]1[C:6]([NH:32][CH2:31][CH2:30][C:27]2[CH:28]=[CH:29][C:24]([O:23][CH3:22])=[CH:25][CH:26]=2)=[N:7][C:2]([NH2:1])=[N:3][C:4]=1[C:17]1[O:18][CH:19]=[CH:20][CH:21]=1. Given the reactants [NH2:1][C:2]1[N:7]=[C:6](OS(C(F)(F)F)(=O)=O)[C:5]([F:16])=[C:4]([C:17]2[O:18][CH:19]=[CH:20][CH:21]=2)[N:3]=1.[CH3:22][O:23][C:24]1[CH:29]=[CH:28][C:27]([CH2:30][CH2:31][NH2:32])=[CH:26][CH:25]=1, predict the reaction product.